From a dataset of NCI-60 drug combinations with 297,098 pairs across 59 cell lines. Regression. Given two drug SMILES strings and cell line genomic features, predict the synergy score measuring deviation from expected non-interaction effect. (1) Drug 1: CS(=O)(=O)C1=CC(=C(C=C1)C(=O)NC2=CC(=C(C=C2)Cl)C3=CC=CC=N3)Cl. Drug 2: CN(C)C1=NC(=NC(=N1)N(C)C)N(C)C. Cell line: DU-145. Synergy scores: CSS=4.14, Synergy_ZIP=2.62, Synergy_Bliss=8.57, Synergy_Loewe=1.21, Synergy_HSA=4.17. (2) Drug 1: C1C(C(OC1N2C=C(C(=O)NC2=O)F)CO)O. Drug 2: C1=CN(C(=O)N=C1N)C2C(C(C(O2)CO)O)O.Cl. Cell line: UO-31. Synergy scores: CSS=36.3, Synergy_ZIP=-8.68, Synergy_Bliss=-4.26, Synergy_Loewe=-3.06, Synergy_HSA=-0.151. (3) Drug 1: COC1=CC(=CC(=C1O)OC)C2C3C(COC3=O)C(C4=CC5=C(C=C24)OCO5)OC6C(C(C7C(O6)COC(O7)C8=CC=CS8)O)O. Drug 2: COCCOC1=C(C=C2C(=C1)C(=NC=N2)NC3=CC=CC(=C3)C#C)OCCOC.Cl. Cell line: SF-295. Synergy scores: CSS=58.9, Synergy_ZIP=2.79, Synergy_Bliss=3.29, Synergy_Loewe=-1.11, Synergy_HSA=3.75.